From a dataset of CYP1A2 inhibition data for predicting drug metabolism from PubChem BioAssay. Regression/Classification. Given a drug SMILES string, predict its absorption, distribution, metabolism, or excretion properties. Task type varies by dataset: regression for continuous measurements (e.g., permeability, clearance, half-life) or binary classification for categorical outcomes (e.g., BBB penetration, CYP inhibition). Dataset: cyp1a2_veith. (1) The molecule is Cc1cccc(NC2(C(F)(F)F)N=C(c3ccccc3)NC2=O)n1. The result is 0 (non-inhibitor). (2) The molecule is CC(C)(C)c1nnc(NC(=O)NS(=O)(=O)c2ccccc2)s1. The result is 0 (non-inhibitor). (3) The drug is CN(C)C(=O)c1ccc(-c2ccc3ncnc(NCc4cccs4)c3c2)cc1. The result is 1 (inhibitor). (4) The molecule is Cc1nn2c(c1-c1ccccc1)NC1=C(C(=O)CCC1)C2c1ccccc1. The result is 0 (non-inhibitor). (5) The compound is O=C(Cc1ccccc1[N+](=O)[O-])NCc1ccccc1Cl. The result is 0 (non-inhibitor).